The task is: Predict the product of the given reaction.. This data is from Forward reaction prediction with 1.9M reactions from USPTO patents (1976-2016). (1) Given the reactants [Br:1][C:2]1[CH:10]=[CH:9][C:5]([C:6]([OH:8])=[O:7])=[C:4]([CH3:11])[CH:3]=1.[CH3:12]C1C=CC(S(O)(=O)=O)=CC=1.O, predict the reaction product. The product is: [CH3:12][O:7][C:6](=[O:8])[C:5]1[CH:9]=[CH:10][C:2]([Br:1])=[CH:3][C:4]=1[CH3:11]. (2) Given the reactants [CH3:1][CH:2]([CH3:33])[C:3]([NH:5][C:6]1[CH:11]=[CH:10][CH:9]=[C:8]([CH:12]2[CH2:17][CH2:16][N:15]([CH2:18][CH2:19][CH2:20][CH2:21][C:22]([C:24]3[CH:29]=[CH:28][CH:27]=[C:26]([N+:30]([O-:32])=[O:31])[CH:25]=3)=O)[CH2:14][CH2:13]2)[CH:7]=1)=[O:4].Cl.[CH3:35][O:36][C:37]1[CH:42]=[CH:41][C:40]([NH:43]N)=[CH:39][CH:38]=1, predict the reaction product. The product is: [CH3:35][O:36][C:37]1[CH:38]=[C:39]2[C:40](=[CH:41][CH:42]=1)[NH:43][C:22]([C:24]1[CH:29]=[CH:28][CH:27]=[C:26]([N+:30]([O-:32])=[O:31])[CH:25]=1)=[C:21]2[CH2:20][CH2:19][CH2:18][N:15]1[CH2:16][CH2:17][CH:12]([C:8]2[CH:7]=[C:6]([NH:5][C:3](=[O:4])[CH:2]([CH3:1])[CH3:33])[CH:11]=[CH:10][CH:9]=2)[CH2:13][CH2:14]1. (3) Given the reactants [Cl:1][C:2]([Cl:28])([Cl:27])[CH2:3][O:4][C:5](=[O:26])[NH:6][C:7]1[CH:12]=[CH:11][C:10]([S:13][C:14]2[CH:19]=[CH:18][C:17]([C:20](Cl)=[O:21])=[CH:16][C:15]=2[N+:23]([O-:25])=[O:24])=[CH:9][CH:8]=1.[S:29]1[CH:33]=[N:32][N:31]=[C:30]1[NH2:34], predict the reaction product. The product is: [Cl:1][C:2]([Cl:28])([Cl:27])[CH2:3][O:4][C:5](=[O:26])[NH:6][C:7]1[CH:12]=[CH:11][C:10]([S:13][C:14]2[CH:19]=[CH:18][C:17]([C:20](=[O:21])[NH:34][C:30]3[S:29][CH:33]=[N:32][N:31]=3)=[CH:16][C:15]=2[N+:23]([O-:25])=[O:24])=[CH:9][CH:8]=1. (4) Given the reactants [CH3:1][O:2][C:3]([C:5]1[CH:6]=[C:7]2[CH:21]=[CH:20][S:19][C:8]2=[N:9][C:10]=1OS(C(F)(F)F)(=O)=O)=[O:4].C(O)=O.C(N(CC)C(C)C)(C)C.O, predict the reaction product. The product is: [CH3:1][O:2][C:3]([C:5]1[CH:6]=[C:7]2[CH:21]=[CH:20][S:19][C:8]2=[N:9][CH:10]=1)=[O:4]. (5) Given the reactants Cl[C:2]1[C:11]([C:12]([OH:14])=[O:13])=[CH:10][C:9]2[C:4](=[CH:5][CH:6]=[C:7]([Cl:15])[CH:8]=2)[N:3]=1.[NH2:16][CH:17]([CH2:21][C:22]1[CH:27]=[CH:26][C:25]([NH:28][C:29]2[CH:38]=[CH:37][C:36]3[C:31](=[CH:32][CH:33]=[CH:34][CH:35]=3)[N:30]=2)=[CH:24][CH:23]=1)[C:18]([OH:20])=[O:19], predict the reaction product. The product is: [C:18]([CH:17]([NH:16][C:2]1[C:11]([C:12]([OH:14])=[O:13])=[CH:10][C:9]2[C:4](=[CH:5][CH:6]=[C:7]([Cl:15])[CH:8]=2)[N:3]=1)[CH2:21][C:22]1[CH:27]=[CH:26][C:25]([NH:28][C:29]2[CH:38]=[CH:37][C:36]3[C:31](=[CH:32][CH:33]=[CH:34][CH:35]=3)[N:30]=2)=[CH:24][CH:23]=1)([OH:20])=[O:19]. (6) Given the reactants C(OC([NH:8][C@H:9]([C:14]([O:16][C:17]1[C:18]([O:33][C:34](=[O:36])[CH3:35])=[C:19]2[C:24](=[C:25]3[CH:30]=[CH:29][CH:28]=[CH:27][C:26]=13)[O:23][C:22]([CH3:32])([CH3:31])[CH2:21][CH2:20]2)=[O:15])[C@H:10]([CH2:12][CH3:13])[CH3:11])=O)(C)(C)C.[ClH:37], predict the reaction product. The product is: [ClH:37].[NH2:8][C@H:9]([C:14]([O:16][C:17]1[C:18]([O:33][C:34](=[O:36])[CH3:35])=[C:19]2[C:24](=[C:25]3[CH:30]=[CH:29][CH:28]=[CH:27][C:26]=13)[O:23][C:22]([CH3:31])([CH3:32])[CH2:21][CH2:20]2)=[O:15])[C@H:10]([CH2:12][CH3:13])[CH3:11]. (7) Given the reactants [Cl:1][C:2]1=[N:3][C:4]2[CH:16]=[C:15]([C:17](Cl)=[O:18])[CH:14]=[CH:13][C:5]=2[S:6][C:7]2[CH:12]=[CH:11][CH:10]=[CH:9][C:8]1=2.C(N(CC)CC)C.[F:27][CH2:28][CH2:29][NH2:30], predict the reaction product. The product is: [Cl:1][C:2]1=[N:3][C:4]2[CH:16]=[C:15]([C:17]([NH:30][CH2:29][CH2:28][F:27])=[O:18])[CH:14]=[CH:13][C:5]=2[S:6][C:7]2[CH:12]=[CH:11][CH:10]=[CH:9][C:8]1=2. (8) Given the reactants [CH3:1][N:2]1[C:10]2[C:5](=[CH:6][CH:7]=[C:8]([N+:11]([O-])=O)[CH:9]=2)[C:4]([CH3:15])([CH3:14])[CH2:3]1, predict the reaction product. The product is: [CH3:1][N:2]1[C:10]2[C:5](=[CH:6][CH:7]=[C:8]([NH2:11])[CH:9]=2)[C:4]([CH3:15])([CH3:14])[CH2:3]1. (9) Given the reactants [CH2:1]1[C@@H:5]([CH2:6][CH2:7][CH2:8][CH2:9][C:10]([OH:12])=[O:11])[S:4][S:3][CH2:2]1, predict the reaction product. The product is: [CH2:7]([CH2:6][C@@H:5]([SH:4])[CH2:1][CH2:2][SH:3])[CH2:8][CH2:9][C:10]([OH:12])=[O:11].